Dataset: Full USPTO retrosynthesis dataset with 1.9M reactions from patents (1976-2016). Task: Predict the reactants needed to synthesize the given product. Given the product [NH2:12][C:8]1[N:9]=[CH:10][N:11]=[C:6]([O:5][C:4]2[CH:3]=[C:2]([NH:1][C:38](=[O:39])/[CH:37]=[CH:36]/[CH2:35][N:32]3[CH2:31][CH2:30][O:29][CH2:34][CH2:33]3)[CH:28]=[CH:27][CH:26]=2)[C:7]=1[C:13]1[CH:14]=[CH:15][C:16]([O:19][C:20]2[CH:25]=[CH:24][CH:23]=[CH:22][CH:21]=2)=[CH:17][CH:18]=1, predict the reactants needed to synthesize it. The reactants are: [NH2:1][C:2]1[CH:3]=[C:4]([CH:26]=[CH:27][CH:28]=1)[O:5][C:6]1[N:11]=[CH:10][N:9]=[C:8]([NH2:12])[C:7]=1[C:13]1[CH:18]=[CH:17][C:16]([O:19][C:20]2[CH:25]=[CH:24][CH:23]=[CH:22][CH:21]=2)=[CH:15][CH:14]=1.[O:29]1[CH2:34][CH2:33][N:32]([CH2:35]/[CH:36]=[CH:37]/[C:38](O)=[O:39])[CH2:31][CH2:30]1.